The task is: Predict the product of the given reaction.. This data is from Forward reaction prediction with 1.9M reactions from USPTO patents (1976-2016). (1) Given the reactants [NH2:1][C:2]1[CH:7]=[CH:6][C:5]([Br:8])=[CH:4][C:3]=1[C:9]([C:11]1[CH:16]=[CH:15][C:14]([F:17])=[CH:13][CH:12]=1)=O.[CH3:18][C:19](=O)[CH2:20][C:21](=[O:23])[CH3:22], predict the reaction product. The product is: [Br:8][C:5]1[CH:4]=[C:3]2[C:2](=[CH:7][CH:6]=1)[N:1]=[C:19]([CH3:18])[C:20]([C:21](=[O:23])[CH3:22])=[C:9]2[C:11]1[CH:16]=[CH:15][C:14]([F:17])=[CH:13][CH:12]=1. (2) Given the reactants [C:1]([C:5]1[CH:6]=[C:7]([C:16]2[CH:21]=[CH:20][C:19]([C:22](N(OC)C)=[O:23])=[CH:18][CH:17]=2)[CH:8]=[C:9]([C:12]([CH3:15])([CH3:14])[CH3:13])[C:10]=1[OH:11])([CH3:4])([CH3:3])[CH3:2].[C:28](C1C=C(C2C=CC(C(O)=O)=CC=2)C=C(C(C)(C)C)C=1O)(C)(C)C, predict the reaction product. The product is: [C:1]([C:5]1[CH:6]=[C:7]([C:16]2[CH:21]=[CH:20][C:19]([C:22](=[O:23])[CH3:28])=[CH:18][CH:17]=2)[CH:8]=[C:9]([C:12]([CH3:13])([CH3:15])[CH3:14])[C:10]=1[OH:11])([CH3:3])([CH3:4])[CH3:2]. (3) Given the reactants C(OC(=O)C)(=O)C.[C:8]([OH:14])(=O)[CH2:9][C:10]([OH:12])=O.[CH3:15][NH:16][C:17]([NH2:19])=[O:18].CS(C)=O, predict the reaction product. The product is: [CH3:15][N:16]1[C:8](=[O:14])[CH2:9][C:10](=[O:12])[NH:19][C:17]1=[O:18].